Dataset: Catalyst prediction with 721,799 reactions and 888 catalyst types from USPTO. Task: Predict which catalyst facilitates the given reaction. Reactant: [Br:1][C:2]1[CH:3]=[C:4]([OH:9])[CH:5]=[CH:6][C:7]=1[F:8].C(=O)([O-])[O-].[K+].[K+].[CH3:16][O:17][C:18]1[CH:25]=[CH:24][C:21]([CH2:22]Cl)=[CH:20][CH:19]=1. Product: [Br:1][C:2]1[CH:3]=[C:4]([O:9][CH2:22][C:21]2[CH:24]=[CH:25][C:18]([O:17][CH3:16])=[CH:19][CH:20]=2)[CH:5]=[CH:6][C:7]=1[F:8]. The catalyst class is: 3.